This data is from Reaction yield outcomes from USPTO patents with 853,638 reactions. The task is: Predict the reaction yield, written as a fraction of the theoretical maximum amount of product (1.0 means a 100% yield; for example, 0.34 means a 34% yield). The reactants are [Cl:1][C:2]1[CH:3]=[C:4]([CH:8]2C=CC3[C:10](=[CH:11][CH:12]=[CH:13][CH:14]=3)[O:9]2)[CH:5]=[CH:6][CH:7]=1.C[N+]1([O-])CC[O:22]CC1.C[C:27]([OH:30])([CH3:29])[CH3:28]. The catalyst is C1COCC1.O.[Os](=O)(=O)(=O)=O. The product is [Cl:1][C:2]1[CH:3]=[C:4]([C@@H:8]2[C@@H:29]([OH:22])[C@@H:27]([OH:30])[C:28]3[C:10](=[CH:11][CH:12]=[CH:13][CH:14]=3)[O:9]2)[CH:5]=[CH:6][CH:7]=1. The yield is 0.910.